Predict which catalyst facilitates the given reaction. From a dataset of Catalyst prediction with 721,799 reactions and 888 catalyst types from USPTO. (1) Reactant: [CH:1]1([C:4]2[O:8][N:7]=[C:6]([CH2:9][OH:10])[C:5]=2[C:11]([O:13][CH2:14][CH3:15])=[O:12])[CH2:3][CH2:2]1.[CH3:16][C:17]1[CH:22]=[CH:21][CH:20]=[C:19]([CH3:23])[C:18]=1O.C1C=CC(P(C2C=CC=CC=2)C2C=CC=CC=2)=CC=1.CC(OC(/N=N/C(OC(C)C)=O)=O)C. Product: [CH:1]1([C:4]2[O:8][N:7]=[C:6]([CH2:9][O:10][C:18]3[C:19]([CH3:23])=[CH:20][CH:21]=[CH:22][C:17]=3[CH3:16])[C:5]=2[C:11]([O:13][CH2:14][CH3:15])=[O:12])[CH2:2][CH2:3]1. The catalyst class is: 11. (2) The catalyst class is: 1. Reactant: [C:14]1(P([C:14]2[CH:19]=[CH:18][CH:17]=[CH:16][CH:15]=2)[C:14]2[CH:19]=[CH:18][CH:17]=[CH:16][CH:15]=2)[CH:19]=[CH:18][CH:17]=[CH:16][CH:15]=1.[OH:20][CH2:21][C:22]1[CH:23]=[C:24]([CH3:41])[CH:25]=[C:26]2[C:31]=1[O:30][CH:29]([C:32]([F:35])([F:34])[F:33])[C:28]([C:36]([O:38][CH2:39][CH3:40])=[O:37])=[CH:27]2.C1(O)C=CC=CC=1.CCOC(/N=N/C(OCC)=O)=O. Product: [CH3:41][C:24]1[CH:25]=[C:26]2[C:31](=[C:22]([CH2:21][O:20][C:14]3[CH:15]=[CH:16][CH:17]=[CH:18][CH:19]=3)[CH:23]=1)[O:30][CH:29]([C:32]([F:35])([F:33])[F:34])[C:28]([C:36]([O:38][CH2:39][CH3:40])=[O:37])=[CH:27]2. (3) Reactant: Cl.[C:2]([CH2:6][CH:7]1[CH2:12][CH2:11][CH2:10][CH2:9][NH:8]1)([O:4][CH3:5])=[O:3].C(N(CC)CC)C.[CH2:20](Br)[C:21]1[CH:26]=[CH:25][CH:24]=[CH:23][CH:22]=1. Product: [CH2:20]([N:8]1[CH2:9][CH2:10][CH2:11][CH2:12][CH:7]1[CH2:6][C:2]([O:4][CH3:5])=[O:3])[C:21]1[CH:26]=[CH:25][CH:24]=[CH:23][CH:22]=1. The catalyst class is: 10. (4) Reactant: C(=O)([O-])[O-].[K+].[K+].[Br:7][C:8]1[C:13]([O:14][CH3:15])=[C:12]([NH:16]C(=O)C(F)(F)F)[C:11]([C:23]#[N:24])=[C:10]([CH3:25])[C:9]=1[C:26]1[CH:31]=[CH:30][CH:29]=[CH:28][CH:27]=1. Product: [NH2:16][C:12]1[C:13]([O:14][CH3:15])=[C:8]([Br:7])[C:9]([C:26]2[CH:31]=[CH:30][CH:29]=[CH:28][CH:27]=2)=[C:10]([CH3:25])[C:11]=1[C:23]#[N:24]. The catalyst class is: 5. (5) Reactant: [F:1][CH:2]([F:14])[O:3][C:4]1[CH:9]=[C:8](F)[CH:7]=[CH:6][C:5]=1[N+:11]([O-:13])=[O:12].[CH:15]1([N:18]2[CH2:23][CH2:22][NH:21][CH2:20][CH2:19]2)[CH2:17][CH2:16]1. Product: [CH:15]1([N:18]2[CH2:23][CH2:22][N:21]([C:8]3[CH:7]=[CH:6][C:5]([N+:11]([O-:13])=[O:12])=[C:4]([O:3][CH:2]([F:14])[F:1])[CH:9]=3)[CH2:20][CH2:19]2)[CH2:17][CH2:16]1. The catalyst class is: 10. (6) Reactant: Br[C:2]1[N:7]=[C:6]([C:8]2[NH:17][C:16](=[O:18])[C:15]3[C:10](=[CH:11][C:12]([O:21][CH3:22])=[CH:13][C:14]=3[O:19][CH3:20])[N:9]=2)[CH:5]=[CH:4][C:3]=1[O:23][CH3:24].[Cl:25][C:26]1[CH:31]=[C:30]([C:32](=[O:36])[N:33]([CH3:35])[CH3:34])[CH:29]=[CH:28][C:27]=1B(O)O.C([O-])([O-])=O.[Na+].[Na+]. Product: [Cl:25][C:26]1[CH:31]=[C:30]([CH:29]=[CH:28][C:27]=1[C:2]1[C:3]([O:23][CH3:24])=[CH:4][CH:5]=[C:6]([C:8]2[NH:17][C:16](=[O:18])[C:15]3[C:10](=[CH:11][C:12]([O:21][CH3:22])=[CH:13][C:14]=3[O:19][CH3:20])[N:9]=2)[N:7]=1)[C:32]([N:33]([CH3:35])[CH3:34])=[O:36]. The catalyst class is: 460. (7) Reactant: [C:1]([C:3]1[C:11]2[C:6](=[CH:7][CH:8]=[CH:9][C:10]=2[C:12]2[CH:17]=[CH:16][CH:15]=[CH:14][C:13]=2[CH3:18])[N:5]([CH2:19][CH2:20][CH2:21][O:22][C:23]2[C:32]3[C:27](=[CH:28][CH:29]=[CH:30][CH:31]=3)[CH:26]=[CH:25][CH:24]=2)[C:4]=1[C:33]([O:35]C)=[O:34])#[N:2].[OH-].[Na+]. Product: [C:1]([C:3]1[C:11]2[C:6](=[CH:7][CH:8]=[CH:9][C:10]=2[C:12]2[CH:17]=[CH:16][CH:15]=[CH:14][C:13]=2[CH3:18])[N:5]([CH2:19][CH2:20][CH2:21][O:22][C:23]2[C:32]3[C:27](=[CH:28][CH:29]=[CH:30][CH:31]=3)[CH:26]=[CH:25][CH:24]=2)[C:4]=1[C:33]([OH:35])=[O:34])#[N:2]. The catalyst class is: 83. (8) Reactant: [OH:1][CH2:2][C@@H:3]([C@@H:5](/[CH:7]=[CH:8]/[CH2:9][CH2:10][CH2:11][CH2:12][CH2:13][CH2:14][CH2:15][CH2:16][CH2:17][CH2:18][CH2:19][CH2:20][CH3:21])[OH:6])[NH2:4].[C:22](O[C:22]([O:24][C:25]([CH3:28])([CH3:27])[CH3:26])=[O:23])([O:24][C:25]([CH3:28])([CH3:27])[CH3:26])=[O:23].C(N(C(C)C)CC)(C)C. Product: [C:25]([O:24][C:22]([NH:4][C@H:3]([C@@H:5](/[CH:7]=[CH:8]/[CH2:9][CH2:10][CH2:11][CH2:12][CH2:13][CH2:14][CH2:15][CH2:16][CH2:17][CH2:18][CH2:19][CH2:20][CH3:21])[OH:6])[CH2:2][OH:1])=[O:23])([CH3:28])([CH3:27])[CH3:26]. The catalyst class is: 2.